Dataset: Full USPTO retrosynthesis dataset with 1.9M reactions from patents (1976-2016). Task: Predict the reactants needed to synthesize the given product. Given the product [N:3]1[C:4]2[CH:14]=[C:13]3[C:8](=[CH:7][C:5]=2[NH:6][CH:2]=1)[CH:9]=[CH:10][CH:11]=[CH:12]3, predict the reactants needed to synthesize it. The reactants are: Br[C:2]1[NH:6][C:5]2[C:7](Br)=[C:8]3[C:13](=[C:14](Br)[C:4]=2[N:3]=1)[C:12](C)=[C:11](/C=C/C)[C:10](C)=[C:9]3C.[OH-].[NH4+].